From a dataset of Catalyst prediction with 721,799 reactions and 888 catalyst types from USPTO. Predict which catalyst facilitates the given reaction. Reactant: [CH3:1][C:2]1[N:3]=[CH:4][N:5]([C:7]2[C:33](=[O:34])[N:11]3[CH2:12][CH2:13][N:14]([CH2:17][C:18]4[C:26]5[C:21](=[CH:22][CH:23]=[C:24]([S:27]([F:32])([F:31])([F:30])([F:29])[F:28])[CH:25]=5)[NH:20][CH:19]=4)[C:15](=[O:16])[C:10]3=[CH:9][CH:8]=2)[CH:6]=1.C(=O)([O-])[O-].[Cs+].[Cs+].[CH2:41](I)[CH3:42].O. Product: [CH2:41]([N:20]1[C:21]2[C:26](=[CH:25][C:24]([S:27]([F:32])([F:31])([F:30])([F:29])[F:28])=[CH:23][CH:22]=2)[C:18]([CH2:17][N:14]2[CH2:13][CH2:12][N:11]3[C:33](=[O:34])[C:7]([N:5]4[CH:6]=[C:2]([CH3:1])[N:3]=[CH:4]4)=[CH:8][CH:9]=[C:10]3[C:15]2=[O:16])=[CH:19]1)[CH3:42]. The catalyst class is: 9.